This data is from Peptide-MHC class I binding affinity with 185,985 pairs from IEDB/IMGT. The task is: Regression. Given a peptide amino acid sequence and an MHC pseudo amino acid sequence, predict their binding affinity value. This is MHC class I binding data. (1) The peptide sequence is QSAGFTAGL. The MHC is HLA-A68:02 with pseudo-sequence HLA-A68:02. The binding affinity (normalized) is 1.00. (2) The peptide sequence is NAISYGLSTM. The MHC is H-2-Db with pseudo-sequence H-2-Db. The binding affinity (normalized) is 0.141. (3) The binding affinity (normalized) is 0. The peptide sequence is RLQLIMPAR. The MHC is HLA-A02:03 with pseudo-sequence HLA-A02:03. (4) The peptide sequence is GVNDTEAHA. The MHC is HLA-A26:01 with pseudo-sequence HLA-A26:01. The binding affinity (normalized) is 0.0847.